From a dataset of CYP2D6 inhibition data for predicting drug metabolism from PubChem BioAssay. Regression/Classification. Given a drug SMILES string, predict its absorption, distribution, metabolism, or excretion properties. Task type varies by dataset: regression for continuous measurements (e.g., permeability, clearance, half-life) or binary classification for categorical outcomes (e.g., BBB penetration, CYP inhibition). Dataset: cyp2d6_veith. (1) The compound is CC(C)(C)NC(=O)NC(=O)CSc1nnc2ccccn12. The result is 0 (non-inhibitor). (2) The result is 0 (non-inhibitor). The drug is Cc1cc(C)cc(-n2nnnc2SCC(=O)Nc2nc(-c3ccc(F)cc3)cs2)c1. (3) The compound is Oc1c(Br)cc(Br)cc1CN(Cc1cc(Br)cc(Br)c1O)C1CCCCC1. The result is 1 (inhibitor). (4) The molecule is COc1cccc(-c2ccc3ncnc(NCCc4c[nH]c5ccc(OC)cc45)c3c2)c1. The result is 1 (inhibitor).